From a dataset of Experimentally validated miRNA-target interactions with 360,000+ pairs, plus equal number of negative samples. Binary Classification. Given a miRNA mature sequence and a target amino acid sequence, predict their likelihood of interaction. (1) The miRNA is hsa-miR-376a-3p with sequence AUCAUAGAGGAAAAUCCACGU. The protein sequence of the target gene is MAGVKALVALSFSGAIGLTFLMLGCALEDYGVYWPLFVLIFHAISPIPHFIAKRVTYDSDATSSACRELAYFFTTGIVVSAFGFPVILARVAVIKWGACGLVLAGNAVIFLTIQGFFLIFGRGDDFSWEQW. Result: 1 (interaction). (2) The miRNA is mmu-miR-7212-3p with sequence UAACACACACGUCUCCAGGUC. The protein sequence of the target gene is MNSTLDGNQSSHPFCLLAFGYLETVNFCLLEVLIIVFLTVLIISGNIIVIFVFHCAPLLNHHTTSYFIQTMAYADLFVGVSCVVPSLSLLHHPLPVEESLTCQIFGFVVSVLKSVSMASLACISIDRYIAITKPLTYNTLVTPWRLRLCIFLIWLYSTLVFLPSFFHWGKPGYHGDVFQWCAESWHTDSYFTLFIVMMLYAPAALIVCFTYFNIFRICQQHTKDISERQARFSSQSGETGEVQACPDKRYAMVLFRITSVFYILWLPYIIYFLLESSTGHSNRFASFLTTWLAISNSFCN.... Result: 0 (no interaction). (3) The miRNA is hsa-miR-5193 with sequence UCCUCCUCUACCUCAUCCCAGU. The protein sequence of the target gene is MLHHHCRRNPELQEELQIQAAVAAGDVHTVRKMLEQGYSPNGRDANGWTLLHFSAARGKERCVRVFLEHGADPTVKDLIGGFTALHYAAMHGRARIARLMLESEYRSDIINAKSNDGWTPLHVAAHYGRDSFVRLLLEFKAEVDPLSDKGTTPLQLAIIRERSSCVKILLDHNANIDIQNGFLLRYAVIKSNHSYCRMFLQRGADTNLGRLEDGQTPLHLSALRDDVLCARMLYNYGADTNTRNYEGQTPLAVSISISGSSRPCLDFLQEVTRQPRNLQDLCRIKIRQCIGLQNLKLLDE.... Result: 1 (interaction).